From a dataset of Full USPTO retrosynthesis dataset with 1.9M reactions from patents (1976-2016). Predict the reactants needed to synthesize the given product. (1) Given the product [Cl:37][C:34]1[S:33][C:32]([C:30]([NH:29][CH2:28][C@@H:26]2[O:25][C:24](=[O:38])[N:23]([C:20]3[CH:21]=[CH:22][C:17]([N:16]4[CH2:11][CH2:10][C@@H:9]([NH:8][C:6](=[O:7])[O:5][C:1]([CH3:4])([CH3:2])[CH3:3])[C:14]4=[O:15])=[CH:18][CH:19]=3)[CH2:27]2)=[O:31])=[CH:36][CH:35]=1, predict the reactants needed to synthesize it. The reactants are: [C:1]([O:5][C:6]([NH:8][C@@H:9]([C:14]([NH:16][C:17]1[CH:22]=[CH:21][C:20]([N:23]2[CH2:27][C@H:26]([CH2:28][NH:29][C:30]([C:32]3[S:33][C:34]([Cl:37])=[CH:35][CH:36]=3)=[O:31])[O:25][C:24]2=[O:38])=[CH:19][CH:18]=1)=[O:15])[CH2:10][CH2:11]SC)=[O:7])([CH3:4])([CH3:3])[CH3:2].[I-].C[S+](C)C.C(=O)([O-])[O-].[K+].[K+]. (2) The reactants are: [OH2:1].[OH:2][P:3]([OH:6])([OH:5])=[O:4].[N:7]1[CH:12]=[CH:11][CH:10]=[CH:9][C:8]=1[N:13]1[CH2:18][CH2:17][N:16]([CH2:19][C:20]2[NH:24][C:23]3[CH:25]=[CH:26][CH:27]=[CH:28][C:22]=3[N:21]=2)[CH2:15][CH2:14]1. Given the product [OH2:2].[OH2:1].[P:3]([OH:6])([OH:5])([OH:4])=[O:2].[P:3]([OH:6])([OH:5])([OH:4])=[O:2].[N:7]1[CH:12]=[CH:11][CH:10]=[CH:9][C:8]=1[N:13]1[CH2:14][CH2:15][N:16]([CH2:19][C:20]2[NH:21][C:22]3[CH:28]=[CH:27][CH:26]=[CH:25][C:23]=3[N:24]=2)[CH2:17][CH2:18]1.[P:3]([OH:6])([OH:5])([OH:4])=[O:2].[P:3]([OH:6])([OH:5])([OH:4])=[O:2].[OH2:2], predict the reactants needed to synthesize it. (3) The reactants are: C1(P(C2C=CC=CC=2)C2C=CC=CC=2)C=CC=CC=1.CC(OC(/N=N/C(OC(C)C)=O)=O)C.[CH2:34]([O:41][C:42]1[CH:47]=[CH:46][C:45]([OH:48])=[CH:44][CH:43]=1)[C:35]1[CH:40]=[CH:39][CH:38]=[CH:37][CH:36]=1.O[CH:50]1[CH2:55][CH2:54][CH:53]([C:56]([O:58][CH2:59][CH3:60])=[O:57])[CH2:52][CH2:51]1. Given the product [CH2:34]([O:41][C:42]1[CH:43]=[CH:44][C:45]([O:48][CH:50]2[CH2:55][CH2:54][CH:53]([C:56]([O:58][CH2:59][CH3:60])=[O:57])[CH2:52][CH2:51]2)=[CH:46][CH:47]=1)[C:35]1[CH:36]=[CH:37][CH:38]=[CH:39][CH:40]=1, predict the reactants needed to synthesize it. (4) Given the product [CH3:1][O:2][CH2:3][CH2:4][O:5][CH2:6][C:7]1[N:12]=[CH:11][C:10]([O:13][C:14]2[CH:20]=[CH:19][C:17]([NH:18]/[N:28]=[C:33](\[CH3:32])/[C:34]([O:36][CH2:37][CH3:38])=[O:35])=[C:16]([O:21][CH:22]3[CH2:23][CH2:24][O:25][CH2:26][CH2:27]3)[CH:15]=2)=[CH:9][CH:8]=1, predict the reactants needed to synthesize it. The reactants are: [CH3:1][O:2][CH2:3][CH2:4][O:5][CH2:6][C:7]1[N:12]=[CH:11][C:10]([O:13][C:14]2[CH:20]=[CH:19][C:17]([NH2:18])=[C:16]([O:21][CH:22]3[CH2:27][CH2:26][O:25][CH2:24][CH2:23]3)[CH:15]=2)=[CH:9][CH:8]=1.[N:28]([O-])=O.[Na+].[CH3:32][CH:33](C(C)=O)[C:34]([O:36][CH2:37][CH3:38])=[O:35].[OH-].[K+]. (5) Given the product [ClH:14].[Cl:14][CH2:2][C:3]1[N:4]=[CH:5][N:6]([CH2:9][CH2:10][CH3:11])[C:7]=1[CH3:8], predict the reactants needed to synthesize it. The reactants are: O[CH2:2][C:3]1[N:4]=[CH:5][N:6]([CH2:9][CH2:10][CH3:11])[C:7]=1[CH3:8].S(Cl)([Cl:14])=O. (6) Given the product [CH3:39][C:36]1([CH3:40])[CH2:37][CH2:38][C:33]([O:23][C:20]2[CH:21]=[CH:22][C:17]([C:16]3[C:11]([NH2:10])=[N:12][CH:13]=[CH:14][CH:15]=3)=[CH:18][CH:19]=2)=[CH:34][CH2:35]1, predict the reactants needed to synthesize it. The reactants are: N1C=CC=CC=1C(O)=O.[NH2:10][C:11]1[C:16]([C:17]2[CH:22]=[CH:21][C:20]([OH:23])=[CH:19][CH:18]=2)=[CH:15][CH:14]=[CH:13][N:12]=1.P([O-])([O-])([O-])=O.[K+].[K+].[K+].Br[C:33]1[CH2:38][CH2:37][C:36]([CH3:40])([CH3:39])[CH2:35][CH:34]=1. (7) Given the product [NH:35]1[CH2:36][CH2:37][CH:32]([CH2:31][O:30][C:26]2[CH:25]=[C:24]([C:20]3[N:19]=[C:18]([NH:17][C:13]4[CH:12]=[C:11]5[C:16](=[CH:15][CH:14]=4)[NH:8][N:9]=[CH:10]5)[CH:23]=[CH:22][N:21]=3)[CH:29]=[CH:28][CH:27]=2)[CH2:33][CH2:34]1, predict the reactants needed to synthesize it. The reactants are: C(OC([N:8]1[C:16]2[C:11](=[CH:12][C:13]([N:17](C(OC(C)(C)C)=O)[C:18]3[CH:23]=[CH:22][N:21]=[C:20]([C:24]4[CH:29]=[CH:28][CH:27]=[C:26]([O:30][CH2:31][CH:32]5[CH2:37][CH2:36][N:35](C(OC(C)(C)C)=O)[CH2:34][CH2:33]5)[CH:25]=4)[N:19]=3)=[CH:14][CH:15]=2)[CH:10]=[N:9]1)=O)(C)(C)C.